From a dataset of Retrosynthesis with 50K atom-mapped reactions and 10 reaction types from USPTO. Predict the reactants needed to synthesize the given product. (1) Given the product CC1CCN(C)C(C)C1(C)CCN1CCCC1, predict the reactants needed to synthesize it. The reactants are: BrCCCCBr.CC1CCN(C)C(C)C1(C)CCN. (2) The reactants are: Br[Pb]Br.ClC(Cl)(Cl)Cl.O=Cc1ccc(O)c(Cl)c1. Given the product Oc1ccc(C(O)C(Cl)(Cl)Cl)cc1Cl, predict the reactants needed to synthesize it. (3) Given the product FC(F)CNc1nc(Cl)nc2ccoc12, predict the reactants needed to synthesize it. The reactants are: Clc1nc(Cl)c2occc2n1.NCC(F)F. (4) Given the product COC(=O)[C@H](C)Oc1ccc(-c2ccc(Cl)c(C(=O)NCC34CC5CC(CC(C5)C3)C4)c2)cc1, predict the reactants needed to synthesize it. The reactants are: COC(=O)[C@@H](C)Cl.O=C(NCC12CC3CC(CC(C3)C1)C2)c1cc(-c2ccc(O)cc2)ccc1Cl. (5) Given the product NCCCNc1nc[nH]n1, predict the reactants needed to synthesize it. The reactants are: Clc1nc[nH]n1.NCCCN. (6) Given the product CCCn1c(=O)c2[nH]c(C34CCC(CCC(=O)O)(CC3)CC4)nc2n(CCC)c1=O, predict the reactants needed to synthesize it. The reactants are: CCCn1c(=O)c2[nH]c(C34CCC(C=CC(=O)O)(CC3)CC4)nc2n(CCC)c1=O. (7) Given the product CC(C)(C)OC(=O)N1CCN(c2ccc(C#N)c(F)c2)CC1, predict the reactants needed to synthesize it. The reactants are: CC(C)(C)OC(=O)N1CCNCC1.N#Cc1ccc(F)cc1F.